Dataset: Catalyst prediction with 721,799 reactions and 888 catalyst types from USPTO. Task: Predict which catalyst facilitates the given reaction. (1) Reactant: Cl.[N:2]12[CH2:9][CH2:8][CH:5]([CH2:6][CH2:7]1)[C:4](=[O:10])[CH2:3]2.CC(C)([O-])C.[K+].CC(O)C. Product: [N:2]12[CH2:9][CH2:8][CH:5]([CH2:6][CH2:7]1)[C@@H:4]([OH:10])[CH2:3]2. The catalyst class is: 41. (2) Reactant: [Si:1]([O:8][C:9]1[CH:10]=[C:11]([CH:14]=[C:15](/[CH:17]=[CH:18]/[CH2:19][O:20][CH3:21])[CH:16]=1)[CH:12]=O)([C:4]([CH3:7])([CH3:6])[CH3:5])([CH3:3])[CH3:2].[CH:22]1([NH2:25])[CH2:24][CH2:23]1.S([O-])([O-])(=O)=O.[Mg+2].[BH4-].[Na+]. Product: [Si:1]([O:8][C:9]1[CH:10]=[C:11]([CH:14]=[C:15](/[CH:17]=[CH:18]/[CH2:19][O:20][CH3:21])[CH:16]=1)[CH2:12][NH:25][CH:22]1[CH2:24][CH2:23]1)([C:4]([CH3:7])([CH3:6])[CH3:5])([CH3:3])[CH3:2]. The catalyst class is: 98. (3) Reactant: [N:1]1[CH:2]=[CH:3][N:4]2[CH:9]=[CH:8][C:7]([CH2:10][NH:11][C:12](=[O:30])[C:13]3[CH:18]=[CH:17][C:16]([CH:19]4[CH2:24][CH2:23][N:22]([C:25](=[O:29])[CH:26]([CH3:28])[CH3:27])[CH2:21][CH2:20]4)=[CH:15][CH:14]=3)=[CH:6][C:5]=12.[Cl:31]N1C(=O)CCC1=O. Product: [Cl:31][C:3]1[N:4]2[CH:9]=[CH:8][C:7]([CH2:10][NH:11][C:12](=[O:30])[C:13]3[CH:14]=[CH:15][C:16]([CH:19]4[CH2:24][CH2:23][N:22]([C:25](=[O:29])[CH:26]([CH3:27])[CH3:28])[CH2:21][CH2:20]4)=[CH:17][CH:18]=3)=[CH:6][C:5]2=[N:1][CH:2]=1. The catalyst class is: 22. (4) Reactant: CS(O[CH2:6][CH2:7][O:8][C:9]1[CH:14]=[CH:13][CH:12]=[C:11]([N:15]2[C:19]([NH:20][C:21](=[O:50])[NH:22][C@@H:23]3[C:32]4[C:27](=[CH:28][CH:29]=[CH:30][CH:31]=4)[C@H:26]([O:33][C:34]4[CH:35]=[CH:36][C:37]5[N:38]([C:40]([N:43]6[CH2:48][CH2:47][CH2:46][CH2:45][C@@H:44]6[CH3:49])=[N:41][N:42]=5)[CH:39]=4)[CH2:25][CH2:24]3)=[CH:18][C:17]([C:51]([CH3:72])([CH3:71])[CH2:52][O:53][Si:54]([C:67]([CH3:70])([CH3:69])[CH3:68])([C:61]3[CH:66]=[CH:65][CH:64]=[CH:63][CH:62]=3)[C:55]3[CH:60]=[CH:59][CH:58]=[CH:57][CH:56]=3)=[N:16]2)[CH:10]=1)(=O)=O.[CH3:73][NH:74][CH3:75]. Product: [Si:54]([O:53][CH2:52][C:51]([C:17]1[CH:18]=[C:19]([NH:20][C:21]([NH:22][C@@H:23]2[C:32]3[C:27](=[CH:28][CH:29]=[CH:30][CH:31]=3)[C@H:26]([O:33][C:34]3[CH:35]=[CH:36][C:37]4[N:38]([C:40]([N:43]5[CH2:48][CH2:47][CH2:46][CH2:45][C@@H:44]5[CH3:49])=[N:41][N:42]=4)[CH:39]=3)[CH2:25][CH2:24]2)=[O:50])[N:15]([C:11]2[CH:12]=[CH:13][CH:14]=[C:9]([O:8][CH2:7][CH2:6][N:74]([CH3:75])[CH3:73])[CH:10]=2)[N:16]=1)([CH3:71])[CH3:72])([C:67]([CH3:68])([CH3:69])[CH3:70])([C:61]1[CH:66]=[CH:65][CH:64]=[CH:63][CH:62]=1)[C:55]1[CH:60]=[CH:59][CH:58]=[CH:57][CH:56]=1. The catalyst class is: 1. (5) Reactant: C(N(CCC)[C:5]1[CH:10]=[CH:9][C:8]([NH:11][C:12](=[O:27])[C:13]2[CH:18]=[CH:17][C:16]([CH2:19][NH:20][CH2:21][C:22]3[NH:23][CH:24]=[CH:25][N:26]=3)=[CH:15][CH:14]=2)=[CH:7][CH:6]=1)CC.[CH2:31]([N:33]1[CH:37]=[CH:36][N:35]=[C:34]1[CH:38]=O)[CH3:32].[C:40]([BH3-])#[N:41].[Na+].[OH-].[Na+]. Product: [CH2:6]([N:41]([CH2:40][C:5]1[CH:6]=[CH:7][C:8]([NH:11][C:12](=[O:27])[C:13]2[CH:14]=[CH:15][C:16]([CH2:19][N:20]([CH2:38][C:34]3[N:33]([CH2:31][CH3:32])[CH:37]=[CH:36][N:35]=3)[CH2:21][C:22]3[NH:26][CH:25]=[CH:24][N:23]=3)=[CH:17][CH:18]=2)=[CH:9][CH:10]=1)[CH2:7][CH2:8][CH3:9])[CH2:5][CH3:10]. The catalyst class is: 130. (6) Reactant: [CH2:1]([O:8][C:9]([NH:11][C@H:12]([C:16]([O:18][CH:19]1[CH2:24][CH2:23][CH:22]([C:25]([O:27][CH2:28]Cl)=[O:26])[CH2:21][CH2:20]1)=[O:17])[CH:13]([CH3:15])[CH3:14])=[O:10])[C:2]1[CH:7]=[CH:6][CH:5]=[CH:4][CH:3]=1.[I-:30].[Na+]. Product: [CH2:1]([O:8][C:9]([NH:11][C@H:12]([C:16]([O:18][CH:19]1[CH2:24][CH2:23][CH:22]([C:25]([O:27][CH2:28][I:30])=[O:26])[CH2:21][CH2:20]1)=[O:17])[CH:13]([CH3:15])[CH3:14])=[O:10])[C:2]1[CH:7]=[CH:6][CH:5]=[CH:4][CH:3]=1. The catalyst class is: 21.